Task: Predict the reactants needed to synthesize the given product.. Dataset: Full USPTO retrosynthesis dataset with 1.9M reactions from patents (1976-2016) (1) Given the product [N:15]1([CH2:25][C:24]2[CH:27]=[CH:28][C:21]([OH:20])=[CH:22][CH:23]=2)[CH2:19][CH2:18][CH2:17][CH2:16]1, predict the reactants needed to synthesize it. The reactants are: [BH-](OC(C)=O)(OC(C)=O)OC(C)=O.[Na+].[NH:15]1[CH2:19][CH2:18][CH2:17][CH2:16]1.[OH:20][C:21]1[CH:28]=[CH:27][C:24]([CH:25]=O)=[CH:23][CH:22]=1.[OH-].[Na+]. (2) Given the product [ClH:10].[Br:8][C:6]1[CH:7]=[C:2]([Br:1])[C:3]2[N:4]([CH:11]=[C:12]([CH2:13][C:14]([O:16][CH3:17])=[O:15])[N:9]=2)[CH:5]=1, predict the reactants needed to synthesize it. The reactants are: [Br:1][C:2]1[C:3]([NH2:9])=[N:4][CH:5]=[C:6]([Br:8])[CH:7]=1.[Cl:10][CH2:11][C:12](=O)[CH2:13][C:14]([O:16][CH3:17])=[O:15]. (3) The reactants are: Br[C:2]1[C:14]2[C:13]3[C:8](=[CH:9][C:10]([C:15]([OH:18])([CH3:17])[CH3:16])=[CH:11][CH:12]=3)[NH:7][C:6]=2[C:5]([C:19]([NH2:21])=[O:20])=[CH:4][C:3]=1[Cl:22].[F:23][C:24]1[CH:25]=[C:26]2[C:31](=[CH:32][CH:33]=1)[N:30]([CH3:34])[C:29](=[O:35])[N:28]([C:36]1[CH:41]=[CH:40][CH:39]=[C:38](B3OC(C)(C)C(C)(C)O3)[C:37]=1[CH3:51])[C:27]2=[O:52].C([O-])([O-])=O.[Cs+].[Cs+]. Given the product [Cl:22][C:3]1[CH:4]=[C:5]([C:19]([NH2:21])=[O:20])[C:6]2[NH:7][C:8]3[C:13]([C:14]=2[C:2]=1[C:38]1[CH:39]=[CH:40][CH:41]=[C:36]([N:28]2[C:27](=[O:52])[C:26]4[C:31](=[CH:32][CH:33]=[C:24]([F:23])[CH:25]=4)[N:30]([CH3:34])[C:29]2=[O:35])[C:37]=1[CH3:51])=[CH:12][CH:11]=[C:10]([C:15]([OH:18])([CH3:17])[CH3:16])[CH:9]=3, predict the reactants needed to synthesize it. (4) Given the product [CH3:22][C:20]1[CH:19]=[CH:18][C:17]([C:2]2[N:10]3[C:5]([CH:6]=[N:7][C:8]([S:11][CH3:12])=[N:9]3)=[CH:4][CH:3]=2)=[C:16]([N+:13]([O-:15])=[O:14])[CH:21]=1, predict the reactants needed to synthesize it. The reactants are: Br[C:2]1[N:10]2[C:5]([CH:6]=[N:7][C:8]([S:11][CH3:12])=[N:9]2)=[CH:4][CH:3]=1.[N+:13]([C:16]1[CH:21]=[C:20]([CH3:22])[CH:19]=[CH:18][C:17]=1B(O)O)([O-:15])=[O:14].C(=O)([O-])[O-].[Na+].[Na+].O. (5) Given the product [Br:7][C:5]1[CH:6]=[C:2]([CH:13]([C:14]2[CH:19]=[CH:18][CH:17]=[CH:16][CH:15]=2)[OH:20])[S:3][CH:4]=1, predict the reactants needed to synthesize it. The reactants are: Br[C:2]1[S:3][CH:4]=[C:5]([Br:7])[CH:6]=1.[Li]CCCC.[CH:13](=[O:20])[C:14]1[CH:19]=[CH:18][CH:17]=[CH:16][CH:15]=1.